From a dataset of Full USPTO retrosynthesis dataset with 1.9M reactions from patents (1976-2016). Predict the reactants needed to synthesize the given product. (1) Given the product [OH:16][C@H:15]([CH2:14][CH2:13][N:8]1[C:9](=[O:12])[CH:10]=[N:11][C:6]2[CH:5]=[CH:4][C:3]([O:2][CH3:1])=[N:18][C:7]1=2)[CH2:17][NH:19][C@H:20]1[CH2:24][N:23]([C:25]2[CH:26]=[CH:27][C:28]3[O:29][CH2:30][C:31](=[O:35])[NH:32][C:33]=3[N:34]=2)[C:22](=[O:36])[CH2:21]1, predict the reactants needed to synthesize it. The reactants are: [CH3:1][O:2][C:3]1[CH:4]=[CH:5][C:6]2[N:11]=[CH:10][C:9](=[O:12])[N:8]([CH2:13][CH2:14][C@@H:15]3[CH2:17][O:16]3)[C:7]=2[N:18]=1.[NH2:19][C@H:20]1[CH2:24][N:23]([C:25]2[CH:26]=[CH:27][C:28]3[O:29][CH2:30][C:31](=[O:35])[NH:32][C:33]=3[N:34]=2)[C:22](=[O:36])[CH2:21]1.C(OC(=O)N[C@@H]1CC(=O)NC1)(C)(C)C. (2) Given the product [CH3:10][O:11][CH2:12][CH2:13][NH:14][C:2](=[O:9])[CH2:3][C:4]([O:6][CH2:7][CH3:8])=[O:5], predict the reactants needed to synthesize it. The reactants are: Cl[C:2](=[O:9])[CH2:3][C:4]([O:6][CH2:7][CH3:8])=[O:5].[CH3:10][O:11][CH2:12][CH2:13][NH2:14]. (3) Given the product [CH2:30]([O:32][C:2]1[CH:3]=[C:4]([CH:25]=[CH:26][N:27]=1)[C:5]([NH:7][C:8]1[S:9][C:10]2[C:16]([CH:17]3[CH2:22][CH2:21][O:20][CH2:19][CH2:18]3)=[CH:15][CH:14]=[C:13]([O:23][CH3:24])[C:11]=2[N:12]=1)=[O:6])[CH3:31], predict the reactants needed to synthesize it. The reactants are: Br[C:2]1[CH:3]=[C:4]([CH:25]=[CH:26][N:27]=1)[C:5]([NH:7][C:8]1[S:9][C:10]2[C:16]([CH:17]3[CH2:22][CH2:21][O:20][CH2:19][CH2:18]3)=[CH:15][CH:14]=[C:13]([O:23][CH3:24])[C:11]=2[N:12]=1)=[O:6].[H-].[Na+].[CH2:30]([OH:32])[CH3:31]. (4) Given the product [P:1]([O:9][CH2:10][C@H:11]1[O:15][C@@H:14]([N:16]2[C:25]3[N:24]=[CH:23][N:22]=[C:20]([NH2:21])[C:19]=3[N:18]=[CH:17]2)[C@H:13]([OH:26])[C@@H:12]1[OH:27])([O:4][P:5]([O:7][P:1]([OH:4])([OH:3])=[O:2])([OH:8])=[O:6])(=[O:2])[OH:3], predict the reactants needed to synthesize it. The reactants are: [P:1]([O:9][CH2:10][C@H:11]1[O:15][C@@H:14]([N:16]2[C:25]3[N:24]=[CH:23][N:22]=[C:20]([NH2:21])[C:19]=3[N:18]=[CH:17]2)[C@H:13]([OH:26])[C@@H:12]1[OH:27])([O:4][P:5]([OH:8])([OH:7])=[O:6])(=[O:3])[OH:2].